The task is: Predict the reaction yield, written as a fraction of the theoretical maximum amount of product (1.0 means a 100% yield; for example, 0.34 means a 34% yield).. This data is from Reaction yield outcomes from USPTO patents with 853,638 reactions. (1) The reactants are C([O-])(=O)C.[Na+].CO[C:8]([C:10]1[C:15](Br)=[CH:14][N:13]=[CH:12][N:11]=1)=[O:9].Cl.[NH2:18][C:19]1[CH:24]=[C:23]([C:25]([O:27][CH3:28])=[O:26])[CH:22]=[CH:21][C:20]=1B(O)O.O. The catalyst is CN(C=O)C.[Cl-].[Na+].O.[Pd](Cl)Cl.C1(P(C2C=CC=CC=2)[C-]2C=CC=C2)C=CC=CC=1.[C-]1(P(C2C=CC=CC=2)C2C=CC=CC=2)C=CC=C1.[Fe+2]. The product is [O:9]=[C:8]1[C:10]2[N:11]=[CH:12][N:13]=[CH:14][C:15]=2[C:20]2[CH:21]=[CH:22][C:23]([C:25]([O:27][CH3:28])=[O:26])=[CH:24][C:19]=2[NH:18]1. The yield is 0.0850. (2) The reactants are [O:1]=[C:2]1[CH2:7][CH2:6][N:5]([C:8]([O:10][C:11]([CH3:14])([CH3:13])[CH3:12])=[O:9])[CH2:4][CH2:3]1.[C:15](OCC)(=[O:21])[C:16]([O:18][CH2:19][CH3:20])=[O:17]. No catalyst specified. The product is [CH2:19]([O:18][C:16](=[O:17])[C:15]([CH:7]1[C:2](=[O:1])[CH2:3][CH2:4][N:5]([C:8]([O:10][C:11]([CH3:14])([CH3:13])[CH3:12])=[O:9])[CH2:6]1)=[O:21])[CH3:20]. The yield is 0.430.